This data is from Full USPTO retrosynthesis dataset with 1.9M reactions from patents (1976-2016). The task is: Predict the reactants needed to synthesize the given product. Given the product [C:44]([O:48][C:49](=[O:58])[NH:50][C@H:51]1[CH2:52][CH2:53][C@@H:54]([O:43][C:42]2[C:33]([Br:32])=[C:34]3[C:39](=[CH:40][CH:41]=2)[CH:38]=[N:37][CH:36]=[CH:35]3)[CH2:55][CH2:56]1)([CH3:47])([CH3:45])[CH3:46], predict the reactants needed to synthesize it. The reactants are: N(C(OCC)=O)=NC(OCC)=O.C1(P(C2C=CC=CC=2)C2C=CC=CC=2)C=CC=CC=1.[Br:32][C:33]1[C:42]([OH:43])=[CH:41][CH:40]=[C:39]2[C:34]=1[CH:35]=[CH:36][N:37]=[CH:38]2.[C:44]([O:48][C:49](=[O:58])[NH:50][C@H:51]1[CH2:56][CH2:55][C@H:54](O)[CH2:53][CH2:52]1)([CH3:47])([CH3:46])[CH3:45].C(N(CC)CC)C.